From a dataset of Reaction yield outcomes from USPTO patents with 853,638 reactions. Predict the reaction yield, written as a fraction of the theoretical maximum amount of product (1.0 means a 100% yield; for example, 0.34 means a 34% yield). (1) The reactants are [Cl:1][C:2]1[CH:3]=[C:4]([OH:8])[CH:5]=[N:6][CH:7]=1.[H-].[Na+].[CH3:11][O:12][CH2:13]Cl. The catalyst is O1CCCC1. The product is [CH3:11][O:12][CH2:13][O:8][C:4]1[CH:5]=[N:6][CH:7]=[C:2]([Cl:1])[CH:3]=1. The yield is 0.970. (2) The reactants are [Br:1][C:2]1[CH:3]=[C:4]2[C:9](=[CH:10][C:11]=1[CH3:12])[C:8]([CH3:14])([CH3:13])/[C:7](=N/NS(C1C=CC(C)=CC=1)(=O)=O)/[CH2:6][C:5]2([CH3:28])[CH3:27].CCOCC. The catalyst is CC(OC)(C)C. The product is [Br:1][C:2]1[CH:3]=[C:4]2[C:9](=[CH:10][C:11]=1[CH3:12])[C:8]([CH3:14])([CH3:13])[CH:7]=[CH:6][C:5]2([CH3:28])[CH3:27]. The yield is 0.900. (3) The reactants are [N+:1]([C:4]1[CH:10]=[CH:9][C:7]([NH2:8])=[CH:6][CH:5]=1)([O-:3])=[O:2].FC(F)(F)C(O)=O.C=CC1C=CC=CC=1.C=O.[N+](C1[CH:38]=[C:39]2[C:38]3=[C:39]([CH:41]([C:44]4[CH:49]=[CH:48][CH:47]=[CH:46][CH:45]=4)[CH2:42]CN3C[CH2:42][CH:41]2[C:44]2[CH:49]=[CH:48][CH:47]=[CH:46][CH:45]=2)C=1)([O-])=O.[C:56]1([CH:62]2[C:71]3C4=[C:71]([CH:62]([C:56]5[CH:61]=[CH:60][CH:59]=[CH:58][CH:57]=5)[CH2:63][CH2:64]N4[CH2:64][CH2:63]2)C=C(N)C=3)[CH:61]=[CH:60][CH:59]=[CH:58][CH:57]=1. The catalyst is C(#N)C. The product is [CH3:42][C:41]1([C:44]2[CH:49]=[CH:48][CH:47]=[CH:46][CH:45]=2)[C:9]2[C:7]3=[C:6]([C:62]([CH3:71])([C:56]4[CH:61]=[CH:60][CH:59]=[CH:58][CH:57]=4)[CH2:63][CH2:64][N:8]3[CH2:38][CH2:39]1)[CH:5]=[C:4]([N+:1]([O-:3])=[O:2])[CH:10]=2. The yield is 0.590. (4) The reactants are C(O[C:4](=[O:22])[C:5](=[CH:11][NH:12][C:13]1[CH:18]=[C:17]([O:19][CH3:20])[CH:16]=[CH:15][C:14]=1[Br:21])[C:6]([O:8][CH2:9][CH3:10])=[O:7])C.C(=O)(O)[O-].[Na+]. The catalyst is C(O)C. The product is [CH2:9]([O:8][C:6]([C:5]1[C:4](=[O:22])[C:18]2[C:13](=[C:14]([Br:21])[CH:15]=[CH:16][C:17]=2[O:19][CH3:20])[NH:12][CH:11]=1)=[O:7])[CH3:10]. The yield is 0.300. (5) The reactants are [CH3:1][N:2]1[C:11]2[C:6](=[CH:7][C:8]([C:18]([F:21])([F:20])[F:19])=[C:9]([C:12]3[CH:13]=[N:14][N:15]([CH3:17])[CH:16]=3)[CH:10]=2)[N:5]([C:22]2[C:26]3[CH2:27][NH:28][CH2:29][CH2:30][C:25]=3[N:24]([CH:31]3[CH2:36][CH2:35][O:34][CH2:33][CH2:32]3)[N:23]=2)[CH2:4][CH:3]1[CH3:37].C(N(CC)CC)C.[C:45](OC(=O)C)(=[O:47])[CH3:46]. The catalyst is C(Cl)Cl. The product is [CH3:37][CH:3]1[N:2]([CH3:1])[C:11]2[C:6](=[CH:7][C:8]([C:18]([F:20])([F:19])[F:21])=[C:9]([C:12]3[CH:13]=[N:14][N:15]([CH3:17])[CH:16]=3)[CH:10]=2)[N:5]([C:22]2[C:26]3[CH2:27][N:28]([C:45](=[O:47])[CH3:46])[CH2:29][CH2:30][C:25]=3[N:24]([CH:31]3[CH2:36][CH2:35][O:34][CH2:33][CH2:32]3)[N:23]=2)[CH2:4]1. The yield is 0.550. (6) The reactants are [F:1][C:2]1[CH:30]=[CH:29][CH:28]=[CH:27][C:3]=1[O:4][C:5]1[CH:10]=[CH:9][C:8]([C:11]2[C:19]3[C:14](=[N:15][CH:16]=[N:17][C:18]=3[NH2:20])[N:13]([CH2:21][C@H:22]3[CH2:26][CH2:25][CH2:24][NH:23]3)[N:12]=2)=[CH:7][CH:6]=1.N1(C(N2C=CN=C2)=O)C=CN=C1.[C:43]([CH2:45][C:46](O)=[O:47])#[N:44]. The catalyst is ClCCl. The product is [NH2:20][C:18]1[N:17]=[CH:16][N:15]=[C:14]2[N:13]([CH2:21][C@H:22]3[CH2:26][CH2:25][CH2:24][N:23]3[C:46](=[O:47])[CH2:45][C:43]#[N:44])[N:12]=[C:11]([C:8]3[CH:7]=[CH:6][C:5]([O:4][C:3]4[CH:27]=[CH:28][CH:29]=[CH:30][C:2]=4[F:1])=[CH:10][CH:9]=3)[C:19]=12. The yield is 0.430.